Dataset: NCI-60 drug combinations with 297,098 pairs across 59 cell lines. Task: Regression. Given two drug SMILES strings and cell line genomic features, predict the synergy score measuring deviation from expected non-interaction effect. (1) Drug 1: CN(C)C1=NC(=NC(=N1)N(C)C)N(C)C. Drug 2: CN(CCCl)CCCl.Cl. Cell line: HCT-15. Synergy scores: CSS=10.8, Synergy_ZIP=-2.03, Synergy_Bliss=2.96, Synergy_Loewe=-24.8, Synergy_HSA=-2.28. (2) Drug 1: C1=CC(=CC=C1C#N)C(C2=CC=C(C=C2)C#N)N3C=NC=N3. Drug 2: B(C(CC(C)C)NC(=O)C(CC1=CC=CC=C1)NC(=O)C2=NC=CN=C2)(O)O. Cell line: HCT116. Synergy scores: CSS=59.2, Synergy_ZIP=0.770, Synergy_Bliss=-2.29, Synergy_Loewe=-27.6, Synergy_HSA=0.0122.